From a dataset of TCR-epitope binding with 47,182 pairs between 192 epitopes and 23,139 TCRs. Binary Classification. Given a T-cell receptor sequence (or CDR3 region) and an epitope sequence, predict whether binding occurs between them. (1) The epitope is LLWNGPMAV. The TCR CDR3 sequence is CASSHWRGTDTQYF. Result: 1 (the TCR binds to the epitope). (2) The epitope is GMFNMLSTVLGVS. The TCR CDR3 sequence is CASSQAPGSNTGELFF. Result: 0 (the TCR does not bind to the epitope). (3) The epitope is KLGGALQAK. The TCR CDR3 sequence is CASSLRGAVTEAFF. Result: 1 (the TCR binds to the epitope). (4) The epitope is KPLEFGATSAAL. The TCR CDR3 sequence is CASSPGSGNTIYF. Result: 0 (the TCR does not bind to the epitope). (5) The epitope is GILGFVFTL. The TCR CDR3 sequence is CASSGRAGGELFF. Result: 1 (the TCR binds to the epitope). (6) The epitope is ELAGIGILTV. The TCR CDR3 sequence is CASSYGQGWGYTF. Result: 1 (the TCR binds to the epitope). (7) The epitope is ATVVIGTSK. The TCR CDR3 sequence is CASSNAGGQPQHF. Result: 1 (the TCR binds to the epitope). (8) The epitope is PKYVKQNTLKLAT. The TCR CDR3 sequence is CASSPLDYAYNEQFF. Result: 0 (the TCR does not bind to the epitope). (9) The epitope is ILHCANFNV. The TCR CDR3 sequence is CASSLVWAMTQYF. Result: 0 (the TCR does not bind to the epitope).